This data is from Full USPTO retrosynthesis dataset with 1.9M reactions from patents (1976-2016). The task is: Predict the reactants needed to synthesize the given product. (1) Given the product [NH3:2].[CH3:33][N:2]([CH3:1])[CH2:3][CH2:4][N:5]1[C:29](=[O:30])[N:8]2[CH:9]([C:22]3[CH:27]=[CH:26][CH:25]=[C:24]([OH:28])[CH:23]=3)[C:10]3[NH:11][C:12]4[C:17]([C:18]=3[CH2:19][C:7]2([CH3:31])[C:6]1=[O:32])=[CH:16][C:15]([OH:20])=[CH:14][CH:13]=4, predict the reactants needed to synthesize it. The reactants are: [CH3:1][N:2]([CH3:33])[CH2:3][CH2:4][N:5]1[C:29](=[O:30])[N:8]2[CH:9]([C:22]3[CH:27]=[CH:26][CH:25]=[C:24]([OH:28])[CH:23]=3)[C:10]3[NH:11][C:12]4[C:17]([C:18]=3[CH2:19][C:7]2([CH3:31])[C:6]1=[O:32])=[CH:16][C:15]([O:20]C)=[CH:14][CH:13]=4.C(=O)(O)[O-].[Na+]. (2) Given the product [Br:1][C:2]1[CH:11]=[CH:10][CH:9]=[C:4]2[C:3]=1[CH2:12][NH:20][C:5]2=[O:6], predict the reactants needed to synthesize it. The reactants are: [Br:1][C:2]1[C:3]([CH2:12]Br)=[C:4]([CH:9]=[CH:10][CH:11]=1)[C:5](OC)=[O:6].C1COCC1.[OH-].[NH4+:20].